Dataset: Full USPTO retrosynthesis dataset with 1.9M reactions from patents (1976-2016). Task: Predict the reactants needed to synthesize the given product. (1) Given the product [Cl:1][C:2]1[N:7]=[CH:6][C:5]([C:8]2[CH:17]=[CH:16][C:11]3[N:12]=[C:13]([NH:15][C:26]([NH:28][CH2:29][CH2:30][N:31]4[CH2:32][CH2:38][O:33][CH2:34][CH2:35]4)=[O:27])[S:14][C:10]=3[CH:9]=2)=[CH:4][C:3]=1[N:18]([CH3:20])[CH3:19], predict the reactants needed to synthesize it. The reactants are: [Cl:1][C:2]1[N:7]=[CH:6][C:5]([C:8]2[CH:17]=[CH:16][C:11]3[N:12]=[C:13]([NH2:15])[S:14][C:10]=3[CH:9]=2)=[CH:4][C:3]=1[N:18]([CH3:20])[CH3:19].C1N=CN([C:26]([N:28]2[CH:32]=[N:31][CH:30]=[CH:29]2)=[O:27])C=1.[O:33]1[CH2:38]CN(CCN)[CH2:35][CH2:34]1. (2) Given the product [Br:51][CH2:18][CH2:17][C:7]1[CH:6]=[C:5]([C:1]([CH3:4])([CH3:3])[CH3:2])[CH:13]=[C:12]2[C:8]=1[CH2:9][CH:10]([CH3:16])[CH:11]2[O:14][CH3:15], predict the reactants needed to synthesize it. The reactants are: [C:1]([C:5]1[CH:13]=[C:12]2[C:8]([CH2:9][CH:10]([CH3:16])[CH:11]2[O:14][CH3:15])=[C:7]([CH2:17][CH2:18]O)[CH:6]=1)([CH3:4])([CH3:3])[CH3:2].C1C=CC(P(C2C=CC=CC=2)C2C=CC=CC=2)=CC=1.C1COCC1.C1C(=O)N([Br:51])C(=O)C1. (3) Given the product [CH3:6][N:8]1[CH2:13][CH2:12][C:11]2([CH2:18][CH2:17][NH:16][CH2:15][CH2:14]2)[CH2:10][CH2:9]1, predict the reactants needed to synthesize it. The reactants are: C(O[C:6]([N:8]1[CH2:13][CH2:12][C:11]2([CH2:18][CH2:17][N:16](C)[CH2:15][CH2:14]2)[CH2:10][CH2:9]1)=O)(C)(C)C.FC(F)(F)C(O)=O.[OH-].[Na+]. (4) Given the product [CH3:1][C:2]([CH3:51])([CH2:48][CH:49]=[CH2:50])[CH2:3][O:4][C:5]([NH:7][C@@H:8]([CH2:41][CH2:42][CH2:43][CH2:44][CH2:45][CH:46]=[CH2:47])[C:9]([N:11]1[CH2:19][C@H:18]([O:20][C:21]2[C:30]3[C:25](=[CH:26][C:27]([O:33][CH3:34])=[C:28]([CH:31]=[CH2:32])[CH:29]=3)[N:24]=[C:23]([C:35]3[CH:36]=[CH:37][CH:38]=[CH:39][CH:40]=3)[CH:22]=2)[CH2:17][C@H:12]1[C:13]([OH:15])=[O:14])=[O:10])=[O:6], predict the reactants needed to synthesize it. The reactants are: [CH3:1][C:2]([CH3:51])([CH2:48][CH:49]=[CH2:50])[CH2:3][O:4][C:5]([NH:7][C@@H:8]([CH2:41][CH2:42][CH2:43][CH2:44][CH2:45][CH:46]=[CH2:47])[C:9]([N:11]1[CH2:19][C@H:18]([O:20][C:21]2[C:30]3[C:25](=[CH:26][C:27]([O:33][CH3:34])=[C:28]([CH:31]=[CH2:32])[CH:29]=3)[N:24]=[C:23]([C:35]3[CH:40]=[CH:39][CH:38]=[CH:37][CH:36]=3)[CH:22]=2)[CH2:17][C@H:12]1[C:13]([O:15]C)=[O:14])=[O:10])=[O:6].Cl. (5) Given the product [CH3:1][N:2]1[C:7]([NH2:8])=[N:6][C:4](=[O:5])[CH2:3]1.[Cl-:9].[NH2:6][C:7]([NH2:8])=[NH2+:2], predict the reactants needed to synthesize it. The reactants are: [CH3:1][N:2]1[C:7]([NH2:8])=[N:6][C:4](=[O:5])[CH2:3]1.[ClH:9]. (6) Given the product [O:28]=[C:11]1[CH2:12][CH2:13][C@H:14]([CH2:15][O:16][C:17](=[S:27])[NH:18][CH2:19][CH2:20][C:21]2[CH:22]=[CH:23][CH:24]=[CH:25][CH:26]=2)[N:10]1[CH2:9][C:8]#[C:7][CH2:6][CH2:5][CH2:4][C:3]([OH:29])=[O:2], predict the reactants needed to synthesize it. The reactants are: C[O:2][C:3](=[O:29])[CH2:4][CH2:5][CH2:6][C:7]#[C:8][CH2:9][N:10]1[C@@H:14]([CH2:15][O:16][C:17](=[S:27])[NH:18][CH2:19][CH2:20][C:21]2[CH:26]=[CH:25][CH:24]=[CH:23][CH:22]=2)[CH2:13][CH2:12][C:11]1=[O:28].P([O-])([O-])([O-])=O. (7) The reactants are: [H-].[Al+3].[Li+].[H-].[H-].[H-].[Si](O[C@H:15]1[CH2:24][C:23](C)(C)C[C:21]2N=C(C3CCCC3)C([C:32]([C:34]3C=CC(C(F)(F)F)=CC=3)=[O:33])=[C:17](C3CCCC3)[C:16]1=2)(C(C)(C)C)(C)C.[C:49]([CH:52](C(C([O-])=O)O)O)([O-])=[O:50].[K+].[Na+]. Given the product [CH3:23][CH2:24][CH2:15][CH:16]([CH3:17])[CH3:21].[C:49]([O:33][CH2:32][CH3:34])(=[O:50])[CH3:52], predict the reactants needed to synthesize it. (8) Given the product [NH2:15][C:7]1[CH2:8][CH:3]([CH2:1][CH3:2])[CH2:4][C:5](=[O:10])[CH:6]=1, predict the reactants needed to synthesize it. The reactants are: [CH2:1]([CH:3]1[CH2:8][C:7](=O)[CH2:6][C:5](=[O:10])[CH2:4]1)[CH3:2].C([O-])(=O)C.[NH4+:15]. (9) Given the product [Cl:1][C:2]1[CH:7]=[CH:6][C:5]([O:8][CH2:15][C:14]2[CH:17]=[CH:18][C:11]([Cl:10])=[CH:12][C:13]=2[F:19])=[C:4]([I:9])[CH:3]=1, predict the reactants needed to synthesize it. The reactants are: [Cl:1][C:2]1[CH:7]=[CH:6][C:5]([OH:8])=[C:4]([I:9])[CH:3]=1.[Cl:10][C:11]1[CH:18]=[CH:17][C:14]([CH2:15]Br)=[C:13]([F:19])[CH:12]=1.C(=O)([O-])[O-].[K+].[K+].